Task: Predict the product of the given reaction.. Dataset: Forward reaction prediction with 1.9M reactions from USPTO patents (1976-2016) (1) Given the reactants [CH2:1]([N:8]1[C:14](=[O:15])[C:13]2[CH:16]=[CH:17][C:18](F)=[N:19][C:12]=2[O:11][CH2:10][CH2:9]1)[C:2]1[CH:7]=[CH:6][CH:5]=[CH:4][CH:3]=1.[Cl:21][C:22]1[CH:27]=[CH:26][C:25]([OH:28])=[CH:24][CH:23]=1.C(=O)([O-])[O-].[K+].[K+].CN(C=O)C, predict the reaction product. The product is: [CH2:1]([N:8]1[C:14](=[O:15])[C:13]2[CH:16]=[CH:17][C:18]([O:28][C:25]3[CH:26]=[CH:27][C:22]([Cl:21])=[CH:23][CH:24]=3)=[N:19][C:12]=2[O:11][CH2:10][CH2:9]1)[C:2]1[CH:7]=[CH:6][CH:5]=[CH:4][CH:3]=1. (2) The product is: [C:16]1([NH:15][CH:2]2[CH2:7][CH2:6][N:5]([C:8]([O:10][C:11]([CH3:14])([CH3:13])[CH3:12])=[O:9])[CH2:4][CH2:3]2)[CH:21]=[CH:20][CH:19]=[CH:18][CH:17]=1. Given the reactants O=[C:2]1[CH2:7][CH2:6][N:5]([C:8]([O:10][C:11]([CH3:14])([CH3:13])[CH3:12])=[O:9])[CH2:4][CH2:3]1.[NH2:15][C:16]1[CH:21]=[CH:20][CH:19]=[CH:18][CH:17]=1.CC(O)=O, predict the reaction product. (3) Given the reactants Cl.[CH3:2][N:3]1[C:9](=[O:10])[CH2:8][CH2:7][NH:6][CH2:5][CH2:4]1.C(N(CC)CC)C.Cl[CH2:19][C:20]1[CH:25]=[CH:24][N:23]=[C:22]([NH:26][C:27]2[S:28][C:29]([C:32]#[N:33])=[CH:30][N:31]=2)[CH:21]=1, predict the reaction product. The product is: [CH3:2][N:3]1[C:9](=[O:10])[CH2:8][CH2:7][N:6]([CH2:19][C:20]2[CH:25]=[CH:24][N:23]=[C:22]([NH:26][C:27]3[S:28][C:29]([C:32]#[N:33])=[CH:30][N:31]=3)[CH:21]=2)[CH2:5][CH2:4]1. (4) Given the reactants Br[C:2]1[CH:13]=[CH:12][C:5]([O:6][CH2:7][C:8]([CH3:11])([OH:10])[CH3:9])=[CH:4][CH:3]=1.CC([O-])=O.[K+].[CH3:19][C:20]1([CH3:36])[C:24]([CH3:26])([CH3:25])[O:23][B:22]([B:22]2[O:23][C:24]([CH3:26])([CH3:25])[C:20]([CH3:36])([CH3:19])[O:21]2)[O:21]1, predict the reaction product. The product is: [CH3:9][C:8]([OH:10])([CH3:11])[CH2:7][O:6][C:5]1[CH:12]=[CH:13][C:2]([B:22]2[O:23][C:24]([CH3:26])([CH3:25])[C:20]([CH3:36])([CH3:19])[O:21]2)=[CH:3][CH:4]=1.